From a dataset of Forward reaction prediction with 1.9M reactions from USPTO patents (1976-2016). Predict the product of the given reaction. (1) Given the reactants Cl[C:2]1[O:3][C:4]2[CH:10]=[CH:9][CH:8]=[CH:7][C:5]=2[N:6]=1.[C:11]([O:15][C:16]([N:18]1[CH2:23][CH2:22][CH:21]([C:24]#[N:25])[CH2:20][CH2:19]1)=[O:17])([CH3:14])([CH3:13])[CH3:12], predict the reaction product. The product is: [C:11]([O:15][C:16]([N:18]1[CH2:23][CH2:22][C:21]([C:2]2[O:3][C:4]3[CH:10]=[CH:9][CH:8]=[CH:7][C:5]=3[N:6]=2)([C:24]#[N:25])[CH2:20][CH2:19]1)=[O:17])([CH3:14])([CH3:12])[CH3:13]. (2) Given the reactants [OH:1][C:2]1[CH:10]=[CH:9][C:5]([C:6](O)=[O:7])=[CH:4][C:3]=1[O:11][CH3:12].[OH-].[Na+], predict the reaction product. The product is: [OH:1][C:2]1[CH:10]=[CH:9][C:5]([CH2:6][OH:7])=[CH:4][C:3]=1[O:11][CH3:12]. (3) Given the reactants C(Cl)CCl.[NH2:5][C:6]1[N:11]=[CH:10][C:9](/[CH:12]=[CH:13]/[C:14]([OH:16])=O)=[CH:8][CH:7]=1.Cl.[CH3:18][C:19]1[C:27]2[C:22](=[CH:23][CH:24]=[CH:25][CH:26]=2)[CH2:21][C:20]=1[CH2:28][NH:29][CH3:30].C1C=CC2N(O)N=NC=2C=1.O.C(N(CC)CC)C, predict the reaction product. The product is: [NH2:5][C:6]1[N:11]=[CH:10][C:9](/[CH:12]=[CH:13]/[C:14]([N:29]([CH3:30])[CH2:28][C:20]2[C:19]([CH3:18])=[C:27]3[C:22](=[CH:23][CH:24]=[CH:25][CH2:26]3)[CH:21]=2)=[O:16])=[CH:8][CH:7]=1. (4) Given the reactants [Cl:1][C:2]1[CH:3]=[C:4]([O:8][CH:9]([CH2:13][CH3:14])[C:10]([OH:12])=O)[CH:5]=[N:6][CH:7]=1.[NH2:15][C:16]([CH3:29])([CH3:28])[C:17]#[C:18][CH:19]([O:24][SiH:25]([CH3:27])[CH3:26])[C:20]([CH3:23])([CH3:22])[CH3:21].Cl.CN(CCCN=C=NCC)C, predict the reaction product. The product is: [Cl:1][C:2]1[CH:3]=[C:4]([O:8][CH:9]([CH2:13][CH3:14])[C:10]([NH:15][C:16]([CH3:29])([CH3:28])[C:17]#[C:18][CH:19]([O:24][SiH:25]([CH3:27])[CH3:26])[C:20]([CH3:22])([CH3:23])[CH3:21])=[O:12])[CH:5]=[N:6][CH:7]=1. (5) Given the reactants Br[CH2:2][C:3](=O)[C:4]([O:6][CH2:7][CH3:8])=[O:5].[N:10]1[C:11]([NH2:19])=[N:12][N:13]2[CH2:18][CH2:17][CH2:16][CH2:15][C:14]=12, predict the reaction product. The product is: [CH2:7]([O:6][C:4]([C:3]1[N:19]=[C:11]2[N:10]=[C:14]3[N:13]([CH2:18][CH2:17][CH2:16][CH2:15]3)[N:12]2[CH:2]=1)=[O:5])[CH3:8]. (6) Given the reactants [CH2:1]([N:3]1[CH2:8][CH2:7][C:6](=O)[CH2:5][CH2:4]1)[CH3:2].[C:10]([CH2:12]C(O)=O)#[N:11], predict the reaction product. The product is: [CH2:1]([N:3]1[CH2:8][CH:7]=[C:6]([CH2:12][C:10]#[N:11])[CH2:5][CH2:4]1)[CH3:2].